The task is: Regression. Given a peptide amino acid sequence and an MHC pseudo amino acid sequence, predict their binding affinity value. This is MHC class I binding data.. This data is from Peptide-MHC class I binding affinity with 185,985 pairs from IEDB/IMGT. The peptide sequence is IHIPGDTLF. The MHC is HLA-A02:06 with pseudo-sequence HLA-A02:06. The binding affinity (normalized) is 0.0847.